Dataset: Full USPTO retrosynthesis dataset with 1.9M reactions from patents (1976-2016). Task: Predict the reactants needed to synthesize the given product. (1) The reactants are: [C:1]1(=[O:7])[CH2:6][CH2:5][CH2:4][CH2:3][CH2:2]1.[NH2:8][C:9]([CH3:13])([CH3:12])[CH2:10]O. Given the product [CH3:10][C:9]1([CH3:13])[NH:8][C:1]2([CH2:6][CH2:5][CH2:4][CH2:3][CH2:2]2)[O:7][CH2:12]1, predict the reactants needed to synthesize it. (2) Given the product [Si:1]([O:8][CH:9]1[CH2:10][CH2:11][CH:12]([CH2:15][C@H:16]([NH:20][C:21](=[O:27])[O:22][C:23]([CH3:26])([CH3:25])[CH3:24])[CH2:17][N:18]([C:36]([O:38][CH2:39][C:40]2[CH:45]=[CH:44][CH:43]=[CH:42][CH:41]=2)=[O:37])[CH3:19])[CH2:13][CH2:14]1)([C:4]([CH3:6])([CH3:7])[CH3:5])([CH3:3])[CH3:2], predict the reactants needed to synthesize it. The reactants are: [Si:1]([O:8][CH:9]1[CH2:14][CH2:13][CH:12]([CH2:15][C@H:16]([NH:20][C:21](=[O:27])[O:22][C:23]([CH3:26])([CH3:25])[CH3:24])[CH2:17][NH:18][CH3:19])[CH2:11][CH2:10]1)([C:4]([CH3:7])([CH3:6])[CH3:5])([CH3:3])[CH3:2].CCN(CC)CC.Cl[C:36]([O:38][CH2:39][C:40]1[CH:45]=[CH:44][CH:43]=[CH:42][CH:41]=1)=[O:37].O.